From a dataset of Forward reaction prediction with 1.9M reactions from USPTO patents (1976-2016). Predict the product of the given reaction. (1) Given the reactants CC[N:3]([CH:7]([CH3:9])[CH3:8])[CH:4]([CH3:6])[CH3:5].[N:10]1([C:16](Cl)=[O:17])[CH2:15][CH2:14][O:13][CH2:12][CH2:11]1, predict the reaction product. The product is: [CH3:9][C:7]1[CH:8]=[C:5]([CH2:4][N:3]([CH2:7][CH3:8])[C:16]([N:10]2[CH2:15][CH2:14][O:13][CH2:12][CH2:11]2)=[O:17])[CH:6]=[C:4]([CH3:5])[N:3]=1. (2) Given the reactants F[C:2]1[CH:10]=[CH:9][C:5]([C:6](O)=[O:7])=[CH:4][C:3]=1[N+:11]([O-:13])=[O:12].Cl.[CH3:15][NH:16][O:17][CH3:18].[CH2:19]([N:21](CC)[CH2:22]C)C.Cl.C(N=C=NCCCN(C)C)C.OC1C2N=NNC=2C=CC=1, predict the reaction product. The product is: [CH3:19][N:21]([CH3:22])[C:2]1[CH:10]=[CH:9][C:5]([C:6]([N:16]([O:17][CH3:18])[CH3:15])=[O:7])=[CH:4][C:3]=1[N+:11]([O-:13])=[O:12]. (3) Given the reactants Br[C:2]1[CH:3]=[CH:4][C:5]2[N:9]=[CH:8][N:7]([C:10]3[CH:15]=[CH:14][C:13]([S:16]([CH3:19])(=[O:18])=[O:17])=[CH:12][CH:11]=3)[C:6]=2[CH:20]=1.[F:21][C:22]1[CH:27]=[CH:26][C:25]([N:28]2[C:32](B(O)O)=[CH:31][CH:30]=[N:29]2)=[CH:24][CH:23]=1, predict the reaction product. The product is: [F:21][C:22]1[CH:23]=[CH:24][C:25]([N:28]2[C:32]([C:2]3[CH:3]=[CH:4][C:5]4[N:9]=[CH:8][N:7]([C:10]5[CH:15]=[CH:14][C:13]([S:16]([CH3:19])(=[O:18])=[O:17])=[CH:12][CH:11]=5)[C:6]=4[CH:20]=3)=[CH:31][CH:30]=[N:29]2)=[CH:26][CH:27]=1. (4) Given the reactants Cl.[CH3:2][O:3][C:4]1[CH:9]=[CH:8][CH:7]=[CH:6][C:5]=1[N:10]1[CH2:15][CH2:14][NH:13][CH2:12][CH2:11]1.Br[CH2:17][CH2:18][CH2:19][CH2:20][N:21]1[C:25](=[O:26])[C:24]2=[CH:27][CH:28]=[CH:29][CH:30]=[C:23]2[C:22]1=[O:31].C([O-])([O-])=O.[K+].[K+], predict the reaction product. The product is: [CH3:2][O:3][C:4]1[CH:9]=[CH:8][CH:7]=[CH:6][C:5]=1[N:10]1[CH2:15][CH2:14][N:13]([CH2:17][CH2:18][CH2:19][CH2:20][N:21]2[C:25](=[O:26])[C:24]3[C:23](=[CH:30][CH:29]=[CH:28][CH:27]=3)[C:22]2=[O:31])[CH2:12][CH2:11]1. (5) Given the reactants [NH2:1][C:2]1[C:3]2[N:4]([C:14]([CH3:18])=[C:15]([CH3:17])[N:16]=2)[CH:5]=[C:6]([N:8]2[CH2:12][CH2:11][CH2:10][C:9]2=[O:13])[CH:7]=1.Br[CH2:20][C:21]1[C:26]([CH3:27])=[CH:25][CH:24]=[CH:23][C:22]=1[CH2:28][CH3:29].C(=O)([O-])[O-].[Na+].[Na+].[ClH:36], predict the reaction product. The product is: [ClH:36].[CH2:28]([C:22]1[CH:23]=[CH:24][CH:25]=[C:26]([CH3:27])[C:21]=1[CH2:20][NH:1][C:2]1[C:3]2[N:4]([C:14]([CH3:18])=[C:15]([CH3:17])[N:16]=2)[CH:5]=[C:6]([N:8]2[CH2:12][CH2:11][CH2:10][C:9]2=[O:13])[CH:7]=1)[CH3:29]. (6) Given the reactants [Cl:1][CH2:2][C:3](Cl)=[O:4].C(=O)([O-])[O-].[K+].[K+].[C:12]1([CH3:24])[CH:17]=[CH:16][CH:15]=[CH:14][C:13]=1[N:18]1[CH2:23][CH2:22][NH:21][CH2:20][CH2:19]1, predict the reaction product. The product is: [Cl:1][CH2:2][C:3]([N:21]1[CH2:22][CH2:23][N:18]([C:13]2[CH:14]=[CH:15][CH:16]=[CH:17][C:12]=2[CH3:24])[CH2:19][CH2:20]1)=[O:4].